This data is from Full USPTO retrosynthesis dataset with 1.9M reactions from patents (1976-2016). The task is: Predict the reactants needed to synthesize the given product. Given the product [CH3:27][C:19]1[CH:18]=[C:17]([CH2:16][N:1]2[C:9]3[C:4](=[CH:5][C:6]([C:10]([OH:12])=[O:11])=[CH:7][CH:8]=3)[CH:3]=[CH:2]2)[C:26]2[CH2:25][CH:24]=[CH:23][CH2:22][C:21]=2[N:20]=1, predict the reactants needed to synthesize it. The reactants are: [NH:1]1[C:9]2[C:4](=[CH:5][C:6]([C:10]([OH:12])=[O:11])=[CH:7][CH:8]=2)[CH:3]=[CH:2]1.[H-].[Na+].Cl[CH2:16][C:17]1[C:26]2[C:21](=[CH:22][CH:23]=[CH:24][CH:25]=2)[N:20]=[C:19]([CH3:27])[CH:18]=1.Cl.